This data is from NCI-60 drug combinations with 297,098 pairs across 59 cell lines. The task is: Regression. Given two drug SMILES strings and cell line genomic features, predict the synergy score measuring deviation from expected non-interaction effect. (1) Drug 1: CC1=C(C(=CC=C1)Cl)NC(=O)C2=CN=C(S2)NC3=CC(=NC(=N3)C)N4CCN(CC4)CCO. Drug 2: CC1=C(C(=O)C2=C(C1=O)N3CC4C(C3(C2COC(=O)N)OC)N4)N. Cell line: T-47D. Synergy scores: CSS=8.61, Synergy_ZIP=-2.71, Synergy_Bliss=-0.326, Synergy_Loewe=-3.84, Synergy_HSA=-4.43. (2) Drug 1: CN1CCC(CC1)COC2=C(C=C3C(=C2)N=CN=C3NC4=C(C=C(C=C4)Br)F)OC. Drug 2: C1=CC(=CC=C1C#N)C(C2=CC=C(C=C2)C#N)N3C=NC=N3. Cell line: SF-268. Synergy scores: CSS=6.25, Synergy_ZIP=5.88, Synergy_Bliss=12.0, Synergy_Loewe=10.4, Synergy_HSA=8.19. (3) Drug 1: CC1C(C(=O)NC(C(=O)N2CCCC2C(=O)N(CC(=O)N(C(C(=O)O1)C(C)C)C)C)C(C)C)NC(=O)C3=C4C(=C(C=C3)C)OC5=C(C(=O)C(=C(C5=N4)C(=O)NC6C(OC(=O)C(N(C(=O)CN(C(=O)C7CCCN7C(=O)C(NC6=O)C(C)C)C)C)C(C)C)C)N)C. Drug 2: CC1=C(C(=CC=C1)Cl)NC(=O)C2=CN=C(S2)NC3=CC(=NC(=N3)C)N4CCN(CC4)CCO. Cell line: KM12. Synergy scores: CSS=18.3, Synergy_ZIP=-1.40, Synergy_Bliss=6.12, Synergy_Loewe=-2.95, Synergy_HSA=1.15. (4) Drug 1: C1=CC(=CC=C1CC(C(=O)O)N)N(CCCl)CCCl.Cl. Drug 2: CCC(=C(C1=CC=CC=C1)C2=CC=C(C=C2)OCCN(C)C)C3=CC=CC=C3.C(C(=O)O)C(CC(=O)O)(C(=O)O)O. Cell line: RPMI-8226. Synergy scores: CSS=13.9, Synergy_ZIP=-3.97, Synergy_Bliss=1.56, Synergy_Loewe=-5.82, Synergy_HSA=-4.95.